From a dataset of Forward reaction prediction with 1.9M reactions from USPTO patents (1976-2016). Predict the product of the given reaction. (1) Given the reactants [Cl:1][C:2]1[CH:3]=[C:4]2[C:8](=[CH:9][CH:10]=1)[NH:7][C:6]([C:11]([CH:13]([CH2:25][CH2:26][CH3:27])[CH2:14][C:15]1[CH:24]=[CH:23][C:18]([C:19]([O:21][CH3:22])=[O:20])=[CH:17][CH:16]=1)=[O:12])=[CH:5]2.[H-].[Na+].[C:30]([C:34]1[CH:41]=[CH:40][C:37]([CH2:38]Br)=[CH:36][CH:35]=1)([CH3:33])([CH3:32])[CH3:31], predict the reaction product. The product is: [C:30]([C:34]1[CH:35]=[CH:36][C:37]([CH2:38][N:7]2[C:8]3[C:4](=[CH:3][C:2]([Cl:1])=[CH:10][CH:9]=3)[CH:5]=[C:6]2[C:11]([CH:13]([CH2:25][CH2:26][CH3:27])[CH2:14][C:15]2[CH:24]=[CH:23][C:18]([C:19]([O:21][CH3:22])=[O:20])=[CH:17][CH:16]=2)=[O:12])=[CH:40][CH:41]=1)([CH3:33])([CH3:31])[CH3:32]. (2) Given the reactants [NH2:1][C:2]1[C:9]([NH:10][C:11]2[CH:16]=[C:15]([CH3:17])[CH:14]=[C:13]([CH3:18])[CH:12]=2)=[CH:8][CH:7]=[CH:6][C:3]=1[C:4]#[N:5].Cl.[CH:20](OCC)(OCC)OCC, predict the reaction product. The product is: [CH3:17][C:15]1[CH:16]=[C:11]([N:10]2[C:9]3[CH:8]=[CH:7][CH:6]=[C:3]([C:4]#[N:5])[C:2]=3[N:1]=[CH:20]2)[CH:12]=[C:13]([CH3:18])[CH:14]=1. (3) The product is: [C:1]([O:5][C:6]([N:8]1[CH2:9][CH2:10][CH:11]([C:14](=[O:16])[NH:25][C:26]2[CH:27]=[C:28]([C:33]([N:35]3[CH2:36][CH2:37][CH:38]([C:41]4[CH:46]=[CH:45][C:44]([C:47]5[CH:48]=[N:49][N:50]([CH3:52])[CH:51]=5)=[CH:43][CH:42]=4)[CH2:39][CH2:40]3)=[O:34])[CH:29]=[CH:30][C:31]=2[CH3:32])[CH2:12][CH2:13]1)=[O:7])([CH3:2])([CH3:3])[CH3:4]. Given the reactants [C:1]([O:5][C:6]([N:8]1[CH2:13][CH2:12][CH:11]([C:14]([OH:16])=O)[CH2:10][CH2:9]1)=[O:7])([CH3:4])([CH3:3])[CH3:2].ClC(N(C)C)=C(C)C.[NH2:25][C:26]1[CH:27]=[C:28]([C:33]([N:35]2[CH2:40][CH2:39][CH:38]([C:41]3[CH:46]=[CH:45][C:44]([C:47]4[CH:48]=[N:49][N:50]([CH3:52])[CH:51]=4)=[CH:43][CH:42]=3)[CH2:37][CH2:36]2)=[O:34])[CH:29]=[CH:30][C:31]=1[CH3:32].N1C=CC=CC=1, predict the reaction product. (4) Given the reactants [CH3:1][N:2]([CH3:40])[CH:3]1[CH2:8][CH2:7][N:6]([C:9]2[N:14]3[CH:15]=[C:16]([CH2:18][N:19]([C@H](C4C=CC(OC)=CC=4)C)[C@@H:20]4[C:29]5[N:28]=[CH:27][CH:26]=[CH:25][C:24]=5[CH2:23][CH2:22][CH2:21]4)[N:17]=[C:13]3[CH:12]=[CH:11][CH:10]=2)[CH2:5][CH2:4]1.FC(F)(F)C(O)=O, predict the reaction product. The product is: [CH3:1][N:2]([CH3:40])[CH:3]1[CH2:8][CH2:7][N:6]([C:9]2[N:14]3[CH:15]=[C:16]([CH2:18][NH:19][C@@H:20]4[C:29]5[N:28]=[CH:27][CH:26]=[CH:25][C:24]=5[CH2:23][CH2:22][CH2:21]4)[N:17]=[C:13]3[CH:12]=[CH:11][CH:10]=2)[CH2:5][CH2:4]1. (5) The product is: [O:1]1[C:5]2[CH:6]=[CH:7][CH:8]=[CH:9][C:4]=2[CH2:3][CH:2]1[CH:10]1[C:22]2[NH:21][C:20]3[C:15](=[CH:16][CH:17]=[CH:18][CH:19]=3)[C:14]=2[CH2:13][CH2:12][N:11]1[C:24]1[N:29]=[CH:28][C:27]([C:30]2[CH:35]=[CH:34][CH:33]=[CH:32][N:31]=2)=[CH:26][N:25]=1. Given the reactants [O:1]1[C:5]2[CH:6]=[CH:7][CH:8]=[CH:9][C:4]=2[CH2:3][CH:2]1[CH:10]1[C:22]2[NH:21][C:20]3[C:15](=[CH:16][CH:17]=[CH:18][CH:19]=3)[C:14]=2[CH2:13][CH2:12][NH:11]1.Cl[C:24]1[N:29]=[CH:28][C:27]([C:30]2[CH:35]=[CH:34][CH:33]=[CH:32][N:31]=2)=[CH:26][N:25]=1.C(N(CC)C(C)C)(C)C, predict the reaction product. (6) Given the reactants [CH:1]1([N:6]2[C:14]3[C:9](=[CH:10][CH:11]=[C:12]([C:15]4[N:19]([C:20]5[CH:28]=[CH:27][C:23](C(O)=O)=[CH:22][CH:21]=5)[N:18]=[CH:17][CH:16]=4)[CH:13]=3)[C:8]([CH2:29][CH3:30])=[N:7]2)[CH2:5][CH2:4][CH2:3][CH2:2]1.[CH:31]1N=CN(C(N2C=NC=C2)=O)C=1.Cl.[CH3:44][NH:45][O:46][CH3:47].[OH2:48], predict the reaction product. The product is: [CH:1]1([N:6]2[C:14]3[C:9](=[CH:10][CH:11]=[C:12]([C:15]4[N:19]([C:20]5[CH:21]=[CH:22][C:23]([C:44]([N:45]([O:46][CH3:47])[CH3:31])=[O:48])=[CH:27][CH:28]=5)[N:18]=[CH:17][CH:16]=4)[CH:13]=3)[C:8]([CH2:29][CH3:30])=[N:7]2)[CH2:5][CH2:4][CH2:3][CH2:2]1. (7) Given the reactants C([O:5][C:6]([C:8]1[N:9]=[C:10]([C:28]#[N:29])[C:11]2[C:16]([C:17]=1[OH:18])=[CH:15][C:14]([S:19]([C:22]1[CH:27]=[CH:26][CH:25]=[CH:24][CH:23]=1)(=[O:21])=[O:20])=[CH:13][CH:12]=2)=O)CCC.[NH2:30][CH2:31][C:32]([OH:34])=[O:33], predict the reaction product. The product is: [C:22]1([S:19]([C:14]2[CH:15]=[C:16]3[C:11](=[CH:12][CH:13]=2)[C:10]([C:28]#[N:29])=[N:9][C:8]([C:6]([NH:30][CH2:31][C:32]([OH:34])=[O:33])=[O:5])=[C:17]3[OH:18])(=[O:21])=[O:20])[CH:23]=[CH:24][CH:25]=[CH:26][CH:27]=1. (8) Given the reactants [NH2:1][C:2]1[C:3]2[S:10][CH:9]=[C:8]([C:11]([NH:13][C:14]3[CH:15]=[C:16]([CH:20]=[CH:21][C:22]=3[CH3:23])[C:17]([OH:19])=O)=[O:12])[C:4]=2[N:5]=[CH:6][N:7]=1.[CH2:24]([N:26]1[CH2:31][CH2:30][N:29]([CH2:32][C:33]2[CH:38]=[CH:37][C:36]([NH2:39])=[CH:35][C:34]=2[C:40]([F:43])([F:42])[F:41])[CH2:28][CH2:27]1)[CH3:25], predict the reaction product. The product is: [NH2:1][C:2]1[C:3]2[S:10][CH:9]=[C:8]([C:11]([NH:13][C:14]3[CH:15]=[C:16]([C:17](=[O:19])[NH:39][C:36]4[CH:37]=[CH:38][C:33]([CH2:32][N:29]5[CH2:28][CH2:27][N:26]([CH2:24][CH3:25])[CH2:31][CH2:30]5)=[C:34]([C:40]([F:43])([F:42])[F:41])[CH:35]=4)[CH:20]=[CH:21][C:22]=3[CH3:23])=[O:12])[C:4]=2[N:5]=[CH:6][N:7]=1. (9) Given the reactants C([O:4][C:5]1[CH:6]=[C:7]([CH:22]=[CH:23][CH:24]=1)[C:8]1[CH2:9][O:10][C:11]2[C:16]([CH:17]=1)=[CH:15][CH:14]=[C:13]([O:18]C(=O)C)[CH:12]=2)(=O)C.N1C=CN=C1.O1C2C(=CC=C(O)C=2)C=C(C2C=CC(O)=CC=2)C1, predict the reaction product. The product is: [O:10]1[C:11]2[C:16](=[CH:15][CH:14]=[C:13]([OH:18])[CH:12]=2)[CH:17]=[C:8]([C:7]2[CH:22]=[CH:23][CH:24]=[C:5]([OH:4])[CH:6]=2)[CH2:9]1.